From a dataset of Catalyst prediction with 721,799 reactions and 888 catalyst types from USPTO. Predict which catalyst facilitates the given reaction. (1) Reactant: [NH:1](C(OC(C)(C)C)=O)[C@H:2]([C:7]([NH:9][C:10]1[CH:18]=[CH:17][C:13]([N+:14]([O-:16])=[O:15])=[CH:12][CH:11]=1)=[O:8])[CH2:3][CH2:4][CH2:5][CH3:6].Cl. Product: [NH2:1][C@H:2]([C:7]([NH:9][C:10]1[CH:11]=[CH:12][C:13]([N+:14]([O-:16])=[O:15])=[CH:17][CH:18]=1)=[O:8])[CH2:3][CH2:4][CH2:5][CH3:6]. The catalyst class is: 12. (2) Reactant: [CH3:1][NH:2][C:3]([C:5]1[CH:6]=[CH:7][C:8]2[CH:12]=[C:11]([C:13]3[C:18]([CH3:19])=[CH:17][N:16]=[C:15](Cl)[N:14]=3)[S:10][C:9]=2[CH:21]=1)=[O:4].[C:22]([O:26][C:27]([N:29]1[CH2:34][CH2:33][CH:32]([CH2:35][CH2:36][NH2:37])[CH2:31][CH2:30]1)=[O:28])([CH3:25])([CH3:24])[CH3:23].C(N(C(C)C)CC)(C)C. Product: [C:22]([O:26][C:27]([N:29]1[CH2:34][CH2:33][CH:32]([CH2:35][CH2:36][NH:37][C:15]2[N:14]=[C:13]([C:11]3[S:10][C:9]4[CH:21]=[C:5]([C:3](=[O:4])[NH:2][CH3:1])[CH:6]=[CH:7][C:8]=4[CH:12]=3)[C:18]([CH3:19])=[CH:17][N:16]=2)[CH2:31][CH2:30]1)=[O:28])([CH3:25])([CH3:24])[CH3:23]. The catalyst class is: 12. (3) Reactant: O.C(=O)([O-])[O-].[Na+].[Na+].O.CC1(C)C(C)(C)OB([C:17]2[CH:29]=[CH:28][C:20]3[N:21]=[C:22]([NH:24][C:25](=[O:27])[CH3:26])[S:23][C:19]=3[CH:18]=2)O1.Br[C:32]1[CH:33]=[C:34]([O:38][CH2:39][CH2:40][NH:41][C:42](=[O:46])[CH2:43][O:44][CH3:45])[CH:35]=[N:36][CH:37]=1. Product: [C:25]([NH:24][C:22]1[S:23][C:19]2[CH:18]=[C:17]([C:32]3[CH:33]=[C:34]([O:38][CH2:39][CH2:40][NH:41][C:42](=[O:46])[CH2:43][O:44][CH3:45])[CH:35]=[N:36][CH:37]=3)[CH:29]=[CH:28][C:20]=2[N:21]=1)(=[O:27])[CH3:26]. The catalyst class is: 354.